This data is from Forward reaction prediction with 1.9M reactions from USPTO patents (1976-2016). The task is: Predict the product of the given reaction. (1) The product is: [OH:12][C:4]1[CH:3]=[C:2]([I:22])[CH:10]=[CH:9][C:5]=1[C:6]([OH:8])=[O:7]. Given the reactants N[C:2]1[CH:10]=[CH:9][CH:5]([C:6]([OH:8])=[O:7])[C:4]([OH:12])(O)[CH:3]=1.S(=O)(=O)(O)O.N([O-])=O.[Na+].[I-:22].[K+], predict the reaction product. (2) Given the reactants [CH3:1][CH2:2][C:3]1[CH:4]=[CH:5][C:6]([CH:9]([CH2:11][CH2:12][C:13]2[CH:14]=[CH:15][C:16]([N+:19]([CH3:22])([CH3:21])[CH3:20])=[CH:17][CH:18]=2)[CH3:10])=[CH:7][CH:8]=1.[Cl-].[OH-:24].[Na+], predict the reaction product. The product is: [CH3:1][CH2:2][C:3]1[CH:4]=[CH:5][C:6]([CH:9]([CH2:11][CH2:12][C:13]2[CH:18]=[CH:17][C:16]([N+:19]([CH3:22])([CH3:20])[CH3:21])=[CH:15][CH:14]=2)[CH3:10])=[CH:7][CH:8]=1.[OH-:24]. (3) Given the reactants [F:1][C:2]1[CH:7]=[C:6]([C:8]2[C:13]([CH3:14])=[CH:12][C:11]([CH2:15][C:16]([OH:18])=O)=[CH:10][N:9]=2)[CH:5]=[CH:4][N:3]=1.[NH2:19][C:20]1[N:25]=[CH:24][C:23]([N:26]2[CH2:31][CH2:30][N:29]([C:32](=[O:34])[CH3:33])[CH2:28][CH2:27]2)=[CH:22][CH:21]=1.F[P-](F)(F)(F)(F)F.N1(OC(N(C)C)=[N+](C)C)C2N=CC=CC=2N=N1.CCN(C(C)C)C(C)C, predict the reaction product. The product is: [C:32]([N:29]1[CH2:28][CH2:27][N:26]([C:23]2[CH:22]=[CH:21][C:20]([NH:19][C:16](=[O:18])[CH2:15][C:11]3[CH:12]=[C:13]([CH3:14])[C:8]([C:6]4[CH:5]=[CH:4][N:3]=[C:2]([F:1])[CH:7]=4)=[N:9][CH:10]=3)=[N:25][CH:24]=2)[CH2:31][CH2:30]1)(=[O:34])[CH3:33].